Dataset: Reaction yield outcomes from USPTO patents with 853,638 reactions. Task: Predict the reaction yield, written as a fraction of the theoretical maximum amount of product (1.0 means a 100% yield; for example, 0.34 means a 34% yield). The reactants are [Se](O)(O)=[O:2].[CH2:5]([O:7][C:8](=[O:22])[CH2:9][C:10]1[C:11]([Cl:21])=[CH:12][CH:13]=[C:14]2[C:19]=1[N:18]=[C:17]([CH3:20])[CH:16]=[CH:15]2)[CH3:6]. The catalyst is O1CCOCC1.O. The product is [CH2:5]([O:7][C:8](=[O:22])[CH2:9][C:10]1[C:11]([Cl:21])=[CH:12][CH:13]=[C:14]2[C:19]=1[N:18]=[C:17]([CH:20]=[O:2])[CH:16]=[CH:15]2)[CH3:6]. The yield is 0.770.